The task is: Predict the reaction yield, written as a fraction of the theoretical maximum amount of product (1.0 means a 100% yield; for example, 0.34 means a 34% yield).. This data is from Reaction yield outcomes from USPTO patents with 853,638 reactions. (1) The reactants are [O:1]1[C:6]2[CH:7]=[CH:8][C:9]([CH:11]=O)=[CH:10][C:5]=2[O:4][CH2:3][CH2:2]1.[CH3:13][O:14][C:15]([C@H:17]1[CH2:22][CH2:21][C@H:20]([NH2:23])[CH2:19][CH2:18]1)=[O:16].C(O)(=O)C.C([BH3-])#N.[Na+]. The catalyst is ClCCCl.CO. The product is [CH3:13][O:14][C:15]([C@H:17]1[CH2:22][CH2:21][C@H:20]([NH:23][CH2:11][C:9]2[CH:8]=[CH:7][C:6]3[O:1][CH2:2][CH2:3][O:4][C:5]=3[CH:10]=2)[CH2:19][CH2:18]1)=[O:16]. The yield is 0.920. (2) The reactants are Cl[C:2]1[N:7]=[C:6]([C:8]([O:10][CH3:11])=[O:9])[CH:5]=[CH:4][CH:3]=1.C[Si]([N-][Si](C)(C)C)(C)C.[Na+].Cl.[CH2:23]([O:27]C1N=C(C(O)=O)C=CC=1)[CH2:24][CH2:25][CH3:26].S(Cl)(Cl)=O. The catalyst is C(O)CCC. The product is [CH2:23]([O:27][C:2]1[N:7]=[C:6]([C:8]([O:10][CH3:11])=[O:9])[CH:5]=[CH:4][CH:3]=1)[CH2:24][CH2:25][CH3:26]. The yield is 0.780. (3) The reactants are [CH:1]1([CH2:6][CH:7]([C:11]2[CH:16]=[CH:15][C:14]([S:17]([CH3:20])(=[O:19])=[O:18])=[C:13]([C:21]([F:24])([F:23])[F:22])[CH:12]=2)[C:8](O)=[O:9])[CH2:5][CH2:4][CH2:3][CH2:2]1.C(Cl)(=O)C(Cl)=O.[NH2:31][C:32]1[CH:41]=[CH:40][C:39]2[C:34](=[CH:35][CH:36]=[CH:37][CH:38]=2)[N:33]=1.C(N(CC)CC)C. The catalyst is C(Cl)Cl.CN(C)C=O.O1CCCC1. The product is [CH:1]1([CH2:6][CH:7]([C:11]2[CH:16]=[CH:15][C:14]([S:17]([CH3:20])(=[O:18])=[O:19])=[C:13]([C:21]([F:22])([F:23])[F:24])[CH:12]=2)[C:8]([NH:31][C:32]2[CH:41]=[CH:40][C:39]3[C:34](=[CH:35][CH:36]=[CH:37][CH:38]=3)[N:33]=2)=[O:9])[CH2:5][CH2:4][CH2:3][CH2:2]1. The yield is 0.572.